Dataset: Catalyst prediction with 721,799 reactions and 888 catalyst types from USPTO. Task: Predict which catalyst facilitates the given reaction. (1) Reactant: [OH:1][C:2]([C:10]1[O:11][C:12]2[CH:18]=[CH:17][C:16]([CH2:19][C:20](O)=[O:21])=[CH:15][C:13]=2[CH:14]=1)([C:4]1[CH:9]=[CH:8][N:7]=[CH:6][CH:5]=1)[CH3:3].CN(C(ON1N=NC2C=CC=NC1=2)=[N+](C)C)C.F[P-](F)(F)(F)(F)F.CCN(C(C)C)C(C)C.[CH3:56][N:57]1[C:63]2[CH:64]=[C:65]([CH3:68])[CH:66]=[CH:67][C:62]=2[CH:61]([C:69]2[CH:74]=[CH:73][CH:72]=[CH:71][CH:70]=2)[NH:60][CH2:59][CH2:58]1. Product: [CH3:56][N:57]1[C:63]2[CH:64]=[C:65]([CH3:68])[CH:66]=[CH:67][C:62]=2[CH:61]([C:69]2[CH:74]=[CH:73][CH:72]=[CH:71][CH:70]=2)[N:60]([C:20](=[O:21])[CH2:19][C:16]2[CH:17]=[CH:18][C:12]3[O:11][C:10]([C:2]([OH:1])([C:4]4[CH:9]=[CH:8][N:7]=[CH:6][CH:5]=4)[CH3:3])=[CH:14][C:13]=3[CH:15]=2)[CH2:59][CH2:58]1. The catalyst class is: 2. (2) Reactant: F[B-](F)(F)F.[H+].C(O)(=O)C.C(O)(=O)C.IC1C=CC=CC=1.[CH:22]1([CH2:27][C:28]([OH:30])=[O:29])[CH2:26][CH2:25][CH:24]=[CH:23]1.O. Product: [O:29]1[C:28](=[O:30])[CH2:27][C@@H:22]2[CH2:26][CH:25]=[CH:24][C@H:23]12. The catalyst class is: 15. (3) Reactant: [F:1][C:2]([F:12])([F:11])[C:3](=O)[CH2:4][C:5]([O:7]CC)=O.Cl.[C:14]([NH2:17])(=[NH:16])[CH3:15].C[O-].[Na+]. Product: [OH:7][C:5]1[CH:4]=[C:3]([C:2]([F:1])([F:11])[F:12])[N:17]=[C:14]([CH3:15])[N:16]=1. The catalyst class is: 8. (4) Reactant: [Br:1][C:2]1[CH:7]=[CH:6][C:5]([C:8]2[O:12][N:11]=[C:10]([CH3:13])[C:9]=2[CH2:14][C:15]([NH:17][NH2:18])=[O:16])=[CH:4][CH:3]=1.C(N(CC)CC)C.[C:26](Cl)(=O)[C:27]1[CH:32]=[CH:31][CH:30]=[CH:29][CH:28]=1.C1(C)C(S(Cl)(=O)=O)=CC=CC=1. Product: [Br:1][C:2]1[CH:7]=[CH:6][C:5]([C:8]2[O:12][N:11]=[C:10]([CH3:13])[C:9]=2[CH2:14][C:15]2[O:16][C:26]([C:27]3[CH:32]=[CH:31][CH:30]=[CH:29][CH:28]=3)=[N:18][N:17]=2)=[CH:4][CH:3]=1. The catalyst class is: 2. (5) Reactant: [C:1]([C:3]([S:9]([CH2:12][C@:13]([NH:25][S@@](C(C)(C)C)=O)([C:15]1[CH:20]=[C:19]([N+:21]([O-:23])=[O:22])[CH:18]=[CH:17][C:16]=1[F:24])[CH3:14])(=[O:11])=[O:10])([CH2:5][CH2:6][CH:7]=[CH2:8])[CH3:4])#[N:2].Cl.O1CCOCC1. Product: [NH2:2][C:1]1[C:3]([CH2:5][CH2:6][CH:7]=[CH2:8])([CH3:4])[S:9](=[O:10])(=[O:11])[CH2:12][C@:13]([C:15]2[CH:20]=[C:19]([N+:21]([O-:23])=[O:22])[CH:18]=[CH:17][C:16]=2[F:24])([CH3:14])[N:25]=1. The catalyst class is: 8. (6) Reactant: C([C:4]1[CH:18]=[CH:17][C:7]([O:8][C:9]([CH3:16])([CH3:15])[C:10]([O:12][CH2:13][CH3:14])=[O:11])=[C:6]([CH3:19])[CH:5]=1)(=O)C.C1(C)C=CC(S(O)(=O)=O)=CC=1.ClC1C=CC=[C:34]([C:38]([O:40]O)=[O:39])C=1.[I-].[K+]. Product: [C:38]([O:40][C:4]1[CH:18]=[CH:17][C:7]([O:8][C:9]([CH3:15])([CH3:16])[C:10]([O:12][CH2:13][CH3:14])=[O:11])=[C:6]([CH3:19])[CH:5]=1)(=[O:39])[CH3:34]. The catalyst class is: 4. (7) Reactant: [Cl:1][C:2]1[CH:11]=[CH:10][C:5]([C:6]([O:8]C)=[O:7])=[CH:4][C:3]=1[O:12][C:13]([F:16])([F:15])[F:14].[OH-].[Na+].Cl. Product: [Cl:1][C:2]1[CH:11]=[CH:10][C:5]([C:6]([OH:8])=[O:7])=[CH:4][C:3]=1[O:12][C:13]([F:14])([F:16])[F:15]. The catalyst class is: 24.